Dataset: Full USPTO retrosynthesis dataset with 1.9M reactions from patents (1976-2016). Task: Predict the reactants needed to synthesize the given product. The reactants are: [C:1]1(B(O)O)[CH:6]=[CH:5][CH:4]=[CH:3][CH:2]=1.Br[C:11]1[CH:12]=[C:13]([OH:17])[CH:14]=[CH:15][CH:16]=1.C([O-])([O-])=O.[K+].[K+]. Given the product [C:1]1([C:11]2[CH:12]=[C:13]([OH:17])[CH:14]=[CH:15][CH:16]=2)[CH:6]=[CH:5][CH:4]=[CH:3][CH:2]=1, predict the reactants needed to synthesize it.